Dataset: NCI-60 drug combinations with 297,098 pairs across 59 cell lines. Task: Regression. Given two drug SMILES strings and cell line genomic features, predict the synergy score measuring deviation from expected non-interaction effect. (1) Drug 1: CC(CN1CC(=O)NC(=O)C1)N2CC(=O)NC(=O)C2. Drug 2: C1CN1P(=S)(N2CC2)N3CC3. Cell line: OVCAR3. Synergy scores: CSS=21.1, Synergy_ZIP=-1.20, Synergy_Bliss=3.15, Synergy_Loewe=1.55, Synergy_HSA=2.61. (2) Drug 1: CN1CCC(CC1)COC2=C(C=C3C(=C2)N=CN=C3NC4=C(C=C(C=C4)Br)F)OC. Cell line: HCT-15. Drug 2: CC(C)CN1C=NC2=C1C3=CC=CC=C3N=C2N. Synergy scores: CSS=2.40, Synergy_ZIP=-2.73, Synergy_Bliss=-3.87, Synergy_Loewe=-9.25, Synergy_HSA=-4.47. (3) Drug 1: CN(CC1=CN=C2C(=N1)C(=NC(=N2)N)N)C3=CC=C(C=C3)C(=O)NC(CCC(=O)O)C(=O)O. Drug 2: C1C(C(OC1N2C=NC3=C2NC=NCC3O)CO)O. Cell line: SNB-19. Synergy scores: CSS=29.1, Synergy_ZIP=-1.32, Synergy_Bliss=-2.44, Synergy_Loewe=-39.2, Synergy_HSA=-1.69. (4) Drug 1: CC(C)NC(=O)C1=CC=C(C=C1)CNNC.Cl. Drug 2: CC12CCC3C(C1CCC2OP(=O)(O)O)CCC4=C3C=CC(=C4)OC(=O)N(CCCl)CCCl.[Na+]. Cell line: HL-60(TB). Synergy scores: CSS=2.88, Synergy_ZIP=-2.88, Synergy_Bliss=-4.12, Synergy_Loewe=-1.79, Synergy_HSA=-3.72.